The task is: Regression. Given two drug SMILES strings and cell line genomic features, predict the synergy score measuring deviation from expected non-interaction effect.. This data is from NCI-60 drug combinations with 297,098 pairs across 59 cell lines. (1) Drug 1: COC1=C(C=C2C(=C1)N=CN=C2NC3=CC(=C(C=C3)F)Cl)OCCCN4CCOCC4. Drug 2: CC1=CC2C(CCC3(C2CCC3(C(=O)C)OC(=O)C)C)C4(C1=CC(=O)CC4)C. Cell line: U251. Synergy scores: CSS=15.9, Synergy_ZIP=-4.87, Synergy_Bliss=0.537, Synergy_Loewe=-4.34, Synergy_HSA=1.83. (2) Cell line: NCI-H322M. Drug 1: COC1=NC(=NC2=C1N=CN2C3C(C(C(O3)CO)O)O)N. Drug 2: COCCOC1=C(C=C2C(=C1)C(=NC=N2)NC3=CC=CC(=C3)C#C)OCCOC.Cl. Synergy scores: CSS=25.1, Synergy_ZIP=4.97, Synergy_Bliss=4.63, Synergy_Loewe=-10.2, Synergy_HSA=3.92. (3) Drug 1: C1=CN(C(=O)N=C1N)C2C(C(C(O2)CO)O)O.Cl. Drug 2: C1C(C(OC1N2C=NC3=C(N=C(N=C32)Cl)N)CO)O. Cell line: KM12. Synergy scores: CSS=36.3, Synergy_ZIP=-2.23, Synergy_Bliss=-2.15, Synergy_Loewe=2.85, Synergy_HSA=3.02. (4) Drug 1: C1=CC(=CC=C1C#N)C(C2=CC=C(C=C2)C#N)N3C=NC=N3. Drug 2: COC1=NC(=NC2=C1N=CN2C3C(C(C(O3)CO)O)O)N. Cell line: HOP-62. Synergy scores: CSS=19.7, Synergy_ZIP=-3.21, Synergy_Bliss=-0.655, Synergy_Loewe=-4.92, Synergy_HSA=-0.461. (5) Drug 1: C1CC(C1)(C(=O)O)C(=O)O.[NH2-].[NH2-].[Pt+2]. Drug 2: CC1CCC2CC(C(=CC=CC=CC(CC(C(=O)C(C(C(=CC(C(=O)CC(OC(=O)C3CCCCN3C(=O)C(=O)C1(O2)O)C(C)CC4CCC(C(C4)OC)OCCO)C)C)O)OC)C)C)C)OC. Cell line: HOP-92. Synergy scores: CSS=2.22, Synergy_ZIP=-2.08, Synergy_Bliss=-0.496, Synergy_Loewe=-2.45, Synergy_HSA=-2.20. (6) Synergy scores: CSS=40.3, Synergy_ZIP=2.50, Synergy_Bliss=0.948, Synergy_Loewe=-13.9, Synergy_HSA=1.13. Drug 2: CC1CCCC2(C(O2)CC(NC(=O)CC(C(C(=O)C(C1O)C)(C)C)O)C(=CC3=CSC(=N3)C)C)C. Cell line: DU-145. Drug 1: C1=CC(=CC=C1C#N)C(C2=CC=C(C=C2)C#N)N3C=NC=N3. (7) Drug 1: CC1=C(C=C(C=C1)NC(=O)C2=CC=C(C=C2)CN3CCN(CC3)C)NC4=NC=CC(=N4)C5=CN=CC=C5. Drug 2: C(CCl)NC(=O)N(CCCl)N=O. Cell line: 786-0. Synergy scores: CSS=6.52, Synergy_ZIP=-3.05, Synergy_Bliss=-0.470, Synergy_Loewe=-0.591, Synergy_HSA=-0.353.